This data is from Peptide-MHC class II binding affinity with 134,281 pairs from IEDB. The task is: Regression. Given a peptide amino acid sequence and an MHC pseudo amino acid sequence, predict their binding affinity value. This is MHC class II binding data. (1) The peptide sequence is EKKYFAKTQFEPLAA. The MHC is HLA-DPA10201-DPB10101 with pseudo-sequence HLA-DPA10201-DPB10101. The binding affinity (normalized) is 0.845. (2) The peptide sequence is TLWQRPFVTIKIGGQLKEAL. The MHC is HLA-DQA10401-DQB10402 with pseudo-sequence HLA-DQA10401-DQB10402. The binding affinity (normalized) is 0. (3) The peptide sequence is NMNIKLKMPLYVAGH. The MHC is HLA-DQA10101-DQB10501 with pseudo-sequence HLA-DQA10101-DQB10501. The binding affinity (normalized) is 0.0365. (4) The peptide sequence is LGGLWTAVSPHLSPL. The MHC is HLA-DPA10201-DPB10101 with pseudo-sequence HLA-DPA10201-DPB10101. The binding affinity (normalized) is 0.312.